This data is from hERG Central: cardiac toxicity at 1µM, 10µM, and general inhibition. The task is: Predict hERG channel inhibition at various concentrations. The compound is Cc1cc(N(C)C)nc(Nc2ccccc2)n1. Results: hERG_inhib (hERG inhibition (general)): blocker.